This data is from Full USPTO retrosynthesis dataset with 1.9M reactions from patents (1976-2016). The task is: Predict the reactants needed to synthesize the given product. (1) Given the product [Cl:23][CH2:24][CH2:25][CH2:26][C:27]([NH:1][C:2]1[C:3]([F:15])=[C:4]([CH:9]=[C:10]([N+:12]([O-:14])=[O:13])[CH:11]=1)[C:5]([O:7][CH3:8])=[O:6])=[O:28], predict the reactants needed to synthesize it. The reactants are: [NH2:1][C:2]1[C:3]([F:15])=[C:4]([CH:9]=[C:10]([N+:12]([O-:14])=[O:13])[CH:11]=1)[C:5]([O:7][CH3:8])=[O:6].CCN(CC)CC.[Cl:23][CH2:24][CH2:25][CH2:26][C:27](Cl)=[O:28]. (2) Given the product [C:1]([O:5][C:6](=[O:44])[NH:7][C@@H:8]1[C:9](=[O:10])[N:11]2[CH2:15][C@H:14]([OH:16])[CH2:13][C@H:12]2[C:17](=[O:34])[NH:18][C@:19]2([C:24](=[O:33])[NH:25][S:26]([C:29]3([CH3:32])[CH2:30][CH2:31]3)(=[O:27])=[O:28])[CH2:21][C@H:20]2[CH:22]=[CH:40][CH2:39][CH2:38][CH:37]([CH3:42])[CH2:36][C@H:35]1[CH3:43])([CH3:4])([CH3:3])[CH3:2], predict the reactants needed to synthesize it. The reactants are: [C:1]([O:5][C:6](=[O:44])[NH:7][C@@H:8]([C@H:35]([CH3:43])[CH2:36][CH:37]([CH3:42])[CH2:38][CH2:39][CH:40]=C)[C:9]([N:11]1[CH2:15][C@H:14]([OH:16])[CH2:13][C@H:12]1[C:17](=[O:34])[NH:18][C@:19]1([C:24](=[O:33])[NH:25][S:26]([C:29]2([CH3:32])[CH2:31][CH2:30]2)(=[O:28])=[O:27])[CH2:21][C@H:20]1[CH:22]=C)=[O:10])([CH3:4])([CH3:3])[CH3:2]. (3) The reactants are: [NH2:1][C:2]1[CH:3]=[C:4]2[C:8](=[N:9][CH:10]=1)N[CH:6]=[CH:5]2.[F:11][C:12]1[C:20]([N+:21]([O-:23])=[O:22])=CC=[C:17]([F:24])[C:13]=1[C:14](O)=[O:15].C[CH2:26][N:27]=C=NCCCN(C)C.C1C=CC2N(O)N=[N:42]C=2C=1.O. Given the product [F:24][C:17]1[C:5]([C:4]2[CH:3]=[C:2]3[N:1]=[CH:26][NH:27][C:10]3=[N:9][CH:8]=2)=[CH:6][C:20]([N+:21]([O-:23])=[O:22])=[C:12]([F:11])[C:13]=1[C:14]([NH2:42])=[O:15], predict the reactants needed to synthesize it. (4) Given the product [F:1][C:2]1[CH:3]=[CH:4][C:5]([C:8]2[C:12]([CH2:13][OH:14])=[C:11](/[CH:16]=[CH:17]/[C:18]3[CH:19]=[CH:20][CH:21]=[CH:22][CH:23]=3)[O:10][N:9]=2)=[N:6][CH:7]=1, predict the reactants needed to synthesize it. The reactants are: [F:1][C:2]1[CH:3]=[CH:4][C:5]([C:8]2[C:12]([C:13](O)=[O:14])=[C:11](/[CH:16]=[CH:17]/[C:18]3[CH:23]=[CH:22][CH:21]=[CH:20][CH:19]=3)[O:10][N:9]=2)=[N:6][CH:7]=1.C(N(CC)CC)C.ClC(OCC)=O.[BH4-].[Na+].[OH-].[Na+]. (5) Given the product [NH2:42][C:39]1[N:40]=[CH:41][C:36]([C:15]2[CH:16]=[CH:17][C:18]([N:21]3[CH2:22][CH2:23][N:24]([C:27]([O:29][C:30]([CH3:31])([CH3:32])[CH3:33])=[O:28])[CH2:25][CH2:26]3)=[N:19][CH:20]=2)=[CH:37][N:38]=1, predict the reactants needed to synthesize it. The reactants are: C(=O)([O-])[O-].[Na+].[Na+].CC1(C)C(C)(C)OB([C:15]2[CH:16]=[CH:17][C:18]([N:21]3[CH2:26][CH2:25][N:24]([C:27]([O:29][C:30]([CH3:33])([CH3:32])[CH3:31])=[O:28])[CH2:23][CH2:22]3)=[N:19][CH:20]=2)O1.Br[C:36]1[CH:37]=[N:38][C:39]([NH2:42])=[N:40][CH:41]=1. (6) Given the product [NH2:1][C:2]1[CH:3]=[C:4]([CH2:10][CH2:11][CH2:12][OH:13])[CH:5]=[CH:6][C:7]=1[O:8][CH3:9], predict the reactants needed to synthesize it. The reactants are: [NH2:1][C:2]1[CH:3]=[C:4](/[CH:10]=[CH:11]/[CH2:12][OH:13])[CH:5]=[CH:6][C:7]=1[O:8][CH3:9].